From a dataset of Full USPTO retrosynthesis dataset with 1.9M reactions from patents (1976-2016). Predict the reactants needed to synthesize the given product. (1) Given the product [CH:1]1[C:6]2[CH2:7][CH2:8][CH2:9][CH2:10][CH:11]([CH2:12][CH2:13][CH2:14][C:15]([O:17][CH2:18][CH3:19])=[O:16])[C:5]=2[CH:4]=[CH:3][CH:2]=1, predict the reactants needed to synthesize it. The reactants are: [CH:1]1[C:6]2[CH2:7][CH2:8][CH2:9][CH2:10][CH:11]([CH2:12][CH:13]=[CH:14][C:15]([O:17][CH2:18][CH3:19])=[O:16])[C:5]=2[CH:4]=[CH:3][CH:2]=1. (2) Given the product [CH2:16]1[C:17]2[C:22](=[CH:21][C:20]([C:28]3[CH:29]=[C:7]([C:8]([OH:12])=[O:26])[C:6]4[C:10](=[CH:11][C:3]([O:1][CH3:2])=[CH:4][CH:5]=4)[N:9]=3)=[CH:19][CH:18]=2)[CH2:14][CH2:15]1, predict the reactants needed to synthesize it. The reactants are: [O:1]([C:3]1[CH:11]=[C:10]2[C:6]([C:7](=O)[C:8](=[O:12])[NH:9]2)=[CH:5][CH:4]=1)[CH3:2].[CH:14]1(CC=O)[C:22]2[C:17](=[CH:18][CH:19]=[CH:20][CH:21]=2)[CH2:16][CH2:15]1.[OH-:26].[K+].[CH3:28][CH2:29]O. (3) Given the product [NH:25]1[C:33]2[C:28](=[CH:29][CH:30]=[CH:31][CH:32]=2)[C:27]([CH:34]=[CH:35][C:36]([NH:39][C:40]2[CH:41]=[C:42]([CH:47]=[CH:48][C:49]=2[OH:50])[C:43]([NH:45][CH3:46])=[O:44])=[O:38])=[CH:26]1, predict the reactants needed to synthesize it. The reactants are: C1CCC(N=C=NC2CCCCC2)CC1.CCN(C(C)C)C(C)C.[NH:25]1[C:33]2[C:28](=[CH:29][CH:30]=[CH:31][CH:32]=2)[C:27](/[CH:34]=[CH:35]/[C:36]([OH:38])=O)=[CH:26]1.[NH2:39][C:40]1[CH:41]=[C:42]([CH:47]=[CH:48][C:49]=1[OH:50])[C:43]([NH:45][CH3:46])=[O:44]. (4) Given the product [N:23]1[CH:22]=[CH:21][N:17]2[CH:18]=[CH:19][N:20]=[C:15]([N:1]3[CH2:5][CH2:4][C@H:3]([NH:6][C:7](=[O:13])[O:8][C:9]([CH3:10])([CH3:12])[CH3:11])[CH2:2]3)[C:16]=12, predict the reactants needed to synthesize it. The reactants are: [NH:1]1[CH2:5][CH2:4][C@H:3]([NH:6][C:7](=[O:13])[O:8][C:9]([CH3:12])([CH3:11])[CH3:10])[CH2:2]1.Cl[C:15]1[C:16]2[N:17]([CH:21]=[CH:22][N:23]=2)[CH:18]=[CH:19][N:20]=1. (5) Given the product [C:19]([O:18][C:16]([NH:23][CH2:24][CH2:25][C:26]([NH:29][C:30]1[CH:31]=[C:32]([CH:37]=[CH:38][C:39]=1[NH:40][CH3:41])[C:33]([O:35][CH3:36])=[O:34])=[O:28])=[O:17])([CH3:20])([CH3:21])[CH3:22], predict the reactants needed to synthesize it. The reactants are: C1CCC(N=C=NC2CCCCC2)CC1.[C:16]([NH:23][CH2:24][CH2:25][C:26]([OH:28])=O)([O:18][C:19]([CH3:22])([CH3:21])[CH3:20])=[O:17].[NH2:29][C:30]1[CH:31]=[C:32]([CH:37]=[CH:38][C:39]=1[NH:40][CH3:41])[C:33]([O:35][CH3:36])=[O:34].